From a dataset of Full USPTO retrosynthesis dataset with 1.9M reactions from patents (1976-2016). Predict the reactants needed to synthesize the given product. (1) Given the product [Cl:1][C:2]1[CH:3]=[CH:4][C:5]([C:8]2[O:12][N:11]=[CH:10][C:9]=2[C:13]([N:39]2[CH2:44][CH2:43][CH2:42][C@@H:41]([C:45]([OH:48])([CH3:47])[CH3:46])[CH2:40]2)=[O:15])=[CH:6][CH:7]=1, predict the reactants needed to synthesize it. The reactants are: [Cl:1][C:2]1[CH:7]=[CH:6][C:5]([C:8]2[O:12][N:11]=[CH:10][C:9]=2[C:13]([OH:15])=O)=[CH:4][CH:3]=1.CN(C(ON1N=NC2C=CC=CC1=2)=[N+](C)C)C.[B-](F)(F)(F)F.Cl.[NH:39]1[CH2:44][CH2:43][CH2:42][C@@H:41]([C:45]([OH:48])([CH3:47])[CH3:46])[CH2:40]1.C(N(CC)CC)C. (2) The reactants are: NC1C=CC=CC=1.Cl[C:9](OCC1C=CC=CC=1)=[O:10].C([O-])(O)=O.[Na+].[C:24]1([NH:30][C:31](=[O:40])[O:32][CH2:33][C:34]2C=CC=CC=2)[CH:29]=[CH:28][CH:27]=[CH:26][CH:25]=1.C([O-])([O-])=O.[Cs+].[Cs+].C(OC[C@H]1OC1)(=O)CCC. Given the product [OH:10][CH2:9][CH:33]1[O:32][C:31](=[O:40])[N:30]([C:24]2[CH:25]=[CH:26][CH:27]=[CH:28][CH:29]=2)[CH2:34]1, predict the reactants needed to synthesize it. (3) The reactants are: NC1C=C(C=CC=1C)C(N1CCC(C2C=CC(C#N)=CC=2)CC1)=O.[NH2:25][C:26]1[CH:27]=[C:28]([CH:32]=[CH:33][C:34]=1[CH3:35])[C:29]([OH:31])=O.Cl.[F:37][C:38]([F:52])([F:51])[C:39]1[CH:44]=[CH:43][C:42]([CH:45]2[CH2:50][CH2:49][NH:48][CH2:47][CH2:46]2)=[CH:41][CH:40]=1. Given the product [NH2:25][C:26]1[CH:27]=[C:28]([C:29]([N:48]2[CH2:49][CH2:50][CH:45]([C:42]3[CH:43]=[CH:44][C:39]([C:38]([F:37])([F:51])[F:52])=[CH:40][CH:41]=3)[CH2:46][CH2:47]2)=[O:31])[CH:32]=[CH:33][C:34]=1[CH3:35], predict the reactants needed to synthesize it.